From a dataset of Reaction yield outcomes from USPTO patents with 853,638 reactions. Predict the reaction yield, written as a fraction of the theoretical maximum amount of product (1.0 means a 100% yield; for example, 0.34 means a 34% yield). (1) The reactants are Cl[C:2]1[N:7]=[CH:6][C:5]([CH2:8][C:9]2[C:17]3[C:12](=[N:13][CH:14]=[CH:15][CH:16]=3)[N:11]([Si:18]([CH:25]([CH3:27])[CH3:26])([CH:22]([CH3:24])[CH3:23])[CH:19]([CH3:21])[CH3:20])[CH:10]=2)=[CH:4][CH:3]=1.[CH:28]([Mg]Cl)([CH3:30])[CH3:29].O. The catalyst is O1CCCC1.Cl[Pd]Cl.C1(P(C2C=CC=CC=2)[C-]2C=CC=C2)C=CC=CC=1.[C-]1(P(C2C=CC=CC=2)C2C=CC=CC=2)C=CC=C1.[Fe+2]. The product is [CH:28]([C:2]1[N:7]=[CH:6][C:5]([CH2:8][C:9]2[C:17]3[C:12](=[N:13][CH:14]=[CH:15][CH:16]=3)[N:11]([Si:18]([CH:25]([CH3:27])[CH3:26])([CH:22]([CH3:24])[CH3:23])[CH:19]([CH3:20])[CH3:21])[CH:10]=2)=[CH:4][CH:3]=1)([CH3:30])[CH3:29]. The yield is 0.704. (2) The reactants are [Cl-].[Al+3].[Cl-].[Cl-].[NH:5]1[C:13]2[C:8](=[CH:9][CH:10]=[CH:11][CH:12]=2)[CH2:7][C:6]1=[O:14].[C:15](Cl)(=[O:19])[CH2:16][CH2:17][CH3:18]. The catalyst is ClCCCl. The product is [C:15]([C:10]1[CH:9]=[C:8]2[C:13](=[CH:12][CH:11]=1)[NH:5][C:6](=[O:14])[CH2:7]2)(=[O:19])[CH2:16][CH2:17][CH3:18]. The yield is 0.250. (3) The product is [Cl:2][C:3]1[CH:4]=[C:5]([C:20]([NH:23][CH2:24][C:25]2[C:26](=[O:35])[NH:27][C:28]([CH3:34])=[CH:29][C:30]=2[CH2:31][CH2:32][CH3:33])=[O:21])[C:6]2[C:7]([CH3:19])=[C:8]([CH2:15][N:16]([CH3:18])[CH3:17])[N:9]([CH:12]([CH3:13])[CH3:14])[C:10]=2[CH:11]=1. The catalyst is CN(C)C=O.ClCCl. The yield is 0.632. The reactants are Cl.[Cl:2][C:3]1[CH:4]=[C:5]([C:20](O)=[O:21])[C:6]2[C:7]([CH3:19])=[C:8]([CH2:15][N:16]([CH3:18])[CH3:17])[N:9]([CH:12]([CH3:14])[CH3:13])[C:10]=2[CH:11]=1.[NH2:23][CH2:24][C:25]1[C:26](=[O:35])[NH:27][C:28]([CH3:34])=[CH:29][C:30]=1[CH2:31][CH2:32][CH3:33].C1C=NC2N(O)N=NC=2C=1.CN1CCOCC1.C(Cl)CCl.